This data is from Reaction yield outcomes from USPTO patents with 853,638 reactions. The task is: Predict the reaction yield, written as a fraction of the theoretical maximum amount of product (1.0 means a 100% yield; for example, 0.34 means a 34% yield). (1) The reactants are [C:1]([O:5][C:6]([N:8]1[C:13]2[CH:14]=[C:15]([Cl:19])[C:16]([Cl:18])=[CH:17][C:12]=2[O:11][CH:10]([C:20](O)=[O:21])[CH2:9]1)=[O:7])([CH3:4])([CH3:3])[CH3:2].[C:23]([C:25]1([CH2:31][C:32]2[CH:37]=[CH:36][C:35]([F:38])=[CH:34][CH:33]=2)[CH2:30][CH2:29][NH:28][CH2:27][CH2:26]1)#[N:24].CCN=C=NCCCN(C)C.C1C=CC2N(O)N=NC=2C=1.CCN(C(C)C)C(C)C. The catalyst is CN(C=O)C.O. The product is [C:1]([O:5][C:6]([N:8]1[C:13]2[CH:14]=[C:15]([Cl:19])[C:16]([Cl:18])=[CH:17][C:12]=2[O:11][CH:10]([C:20]([N:28]2[CH2:29][CH2:30][C:25]([C:23]#[N:24])([CH2:31][C:32]3[CH:33]=[CH:34][C:35]([F:38])=[CH:36][CH:37]=3)[CH2:26][CH2:27]2)=[O:21])[CH2:9]1)=[O:7])([CH3:3])([CH3:2])[CH3:4]. The yield is 0.590. (2) The reactants are [C:1]1([CH2:7][C:8](=[O:10])[CH3:9])[CH:6]=[CH:5][CH:4]=[CH:3][CH:2]=1.[Na].[CH:12](OCC)=[O:13].O. The catalyst is C(OCC)C. The product is [OH:13]/[CH:12]=[CH:9]/[C:8](=[O:10])[CH2:7][C:1]1[CH:6]=[CH:5][CH:4]=[CH:3][CH:2]=1. The yield is 0.570.